From a dataset of Reaction yield outcomes from USPTO patents with 853,638 reactions. Predict the reaction yield, written as a fraction of the theoretical maximum amount of product (1.0 means a 100% yield; for example, 0.34 means a 34% yield). (1) The reactants are [CH2:1]([C:11]1[C:15]2[S:16][C:17]3[C:21]4[S:22][C:23]([C:35]([O:37]CC)=[O:36])=[C:24]([CH2:25][CH2:26][CH2:27][CH2:28][CH2:29][CH2:30][CH2:31][CH2:32][CH2:33][CH3:34])[C:20]=4[S:19][C:18]=3[C:14]=2[S:13][C:12]=1[C:40]([O:42]CC)=[O:41])[CH2:2][CH2:3][CH2:4][CH2:5][CH2:6][CH2:7][CH2:8][CH2:9][CH3:10].[Li+].[OH-].C1COCC1. The catalyst is [I-].C([N+](CCCC)(CCCC)CCCC)CCC.CO. The product is [CH2:25]([C:24]1[C:20]2[S:19][C:18]3[C:14]4[S:13][C:12]([C:40]([OH:42])=[O:41])=[C:11]([CH2:1][CH2:2][CH2:3][CH2:4][CH2:5][CH2:6][CH2:7][CH2:8][CH2:9][CH3:10])[C:15]=4[S:16][C:17]=3[C:21]=2[S:22][C:23]=1[C:35]([OH:37])=[O:36])[CH2:26][CH2:27][CH2:28][CH2:29][CH2:30][CH2:31][CH2:32][CH2:33][CH3:34]. The yield is 0.974. (2) The reactants are O=[C:2]1[O:7][CH:6]=[C:5]([C:8]([O-:10])=[O:9])[CH:4]=[CH:3]1.[CH:11]1([NH2:17])[CH2:16][CH2:15][CH2:14][CH2:13][CH2:12]1.[CH3:18]O. No catalyst specified. The product is [CH:11]1([N:17]2[C:2](=[O:7])[CH:3]=[CH:4][C:5]([C:8]([O:10][CH3:18])=[O:9])=[CH:6]2)[CH2:16][CH2:15][CH2:14][CH2:13][CH2:12]1. The yield is 0.260. (3) The reactants are Cl[CH2:2][C:3]1[CH:8]=[CH:7][C:6]([C:9]2[CH:14]=[C:13]([O:15][CH3:16])[CH:12]=[CH:11][C:10]=2[F:17])=[C:5]([C@H:18]2[CH2:22][CH2:21][CH2:20][C:19]2([CH3:24])[CH3:23])[CH:4]=1.ClCC1C=CC(C2C=C([O:39][CH3:40])C=CC=2F)=C([C@@H]2CCCC2(C)C)C=1.S(Cl)(Cl)=[O:50].C(Cl)Cl.CN(C=O)C. No catalyst specified. The product is [CH3:23][C:19]1([CH3:24])[CH2:20][CH2:21][CH2:22][CH:18]1[C:5]1[CH:4]=[C:3]([C:2]([O:39][CH3:40])=[O:50])[CH:8]=[CH:7][C:6]=1[C:9]1[CH:14]=[C:13]([O:15][CH3:16])[CH:12]=[CH:11][C:10]=1[F:17]. The yield is 0.870. (4) The reactants are [F:1][C:2]1[CH:7]=[C:6](I)[CH:5]=[CH:4][C:3]=1[N:9]1[CH:14]=[C:13]([O:15][CH3:16])[C:12](=[O:17])[C:11]([C:18]2[N:22]([C:23]3[CH:28]=[CH:27][CH:26]=[CH:25][CH:24]=3)[N:21]=[CH:20][CH:19]=2)=[N:10]1.[NH:29]1[CH2:33][CH2:32][CH2:31][C:30]1=[O:34].N[C@@H]1CCCC[C@H]1N.[O-]P([O-])([O-])=O.[K+].[K+].[K+]. The catalyst is O1CCOCC1.[Cu]I.O. The product is [F:1][C:2]1[CH:7]=[C:6]([N:29]2[CH2:33][CH2:32][CH2:31][C:30]2=[O:34])[CH:5]=[CH:4][C:3]=1[N:9]1[CH:14]=[C:13]([O:15][CH3:16])[C:12](=[O:17])[C:11]([C:18]2[N:22]([C:23]3[CH:28]=[CH:27][CH:26]=[CH:25][CH:24]=3)[N:21]=[CH:20][CH:19]=2)=[N:10]1. The yield is 0.330. (5) The reactants are [CH:1]1([NH2:7])[CH2:6][CH2:5][CH2:4][CH2:3][CH2:2]1.C(N(CC)CC)C.[N:15]1[O:16][N:17]=[C:18]2[CH:23]=[C:22]([C:24](Cl)=[O:25])[CH:21]=[CH:20][C:19]=12. The catalyst is ClCCl. The product is [CH:1]1([NH:7][C:24]([C:22]2[CH:21]=[CH:20][C:19]3=[N:15][O:16][N:17]=[C:18]3[CH:23]=2)=[O:25])[CH2:6][CH2:5][CH2:4][CH2:3][CH2:2]1. The yield is 0.270. (6) The product is [O:22]1[CH2:23][CH2:24][N:19]([CH2:18][C:15]2[CH:16]=[CH:17][C:12]([C:3]3[C:4]4[C:5](=[CH:6][N:7]=[CH:8][CH:9]=4)[NH:1][C:2]=3[OH:10])=[N:13][CH:14]=2)[CH2:20][CH2:21]1. The reactants are [NH:1]1[C:5]2=[CH:6][N:7]=[CH:8][CH:9]=[C:4]2[CH2:3][C:2]1=[O:10].Cl[C:12]1[CH:17]=[CH:16][C:15]([CH2:18][N:19]2[CH2:24][CH2:23][O:22][CH2:21][CH2:20]2)=[CH:14][N+:13]=1[O-]. The yield is 0.140. No catalyst specified.